This data is from Forward reaction prediction with 1.9M reactions from USPTO patents (1976-2016). The task is: Predict the product of the given reaction. Given the reactants [Cl:1][C:2]1[CH:3]=[N:4][C:5]2[N:6]([N:8]=[C:9]([C:11]([OH:13])=O)[CH:10]=2)[CH:7]=1.[CH3:14][CH:15]1[NH:20][CH2:19][CH2:18][N:17]2[CH:21]=[C:22]([C:24]3[N:25]=[N:26][NH:27][N:28]=3)[CH:23]=[C:16]12, predict the reaction product. The product is: [Cl:1][C:2]1[CH:3]=[N:4][C:5]2[N:6]([N:8]=[C:9]([C:11]([N:20]3[CH2:19][CH2:18][N:17]4[CH:21]=[C:22]([C:24]5[N:25]=[N:26][NH:27][N:28]=5)[CH:23]=[C:16]4[CH:15]3[CH3:14])=[O:13])[CH:10]=2)[CH:7]=1.